From a dataset of Full USPTO retrosynthesis dataset with 1.9M reactions from patents (1976-2016). Predict the reactants needed to synthesize the given product. (1) Given the product [CH3:20][O:19][N:17]1[C:12]2[C:13](=[C:3]([O:2][CH3:1])[CH:4]=[C:5]([C:6]([O:8][CH2:9][CH3:10])=[O:7])[CH:11]=2)[CH:14]=[CH:15]1, predict the reactants needed to synthesize it. The reactants are: [CH3:1][O:2][C:3]1[CH:4]=[C:5]([CH:11]=[C:12]([N+:17]([O-:19])=O)[C:13]=1[CH2:14][CH:15]=O)[C:6]([O:8][CH2:9][CH3:10])=[O:7].[CH3:20]N(C=O)C. (2) The reactants are: [C:1]([NH:4][C:5]1[CH:10]=[CH:9][C:8]([CH:11](O)[CH2:12][C:13]([O:15][CH2:16][CH3:17])=[O:14])=[CH:7][CH:6]=1)(=[O:3])[CH3:2].C(N(CC)CC)C.CS(Cl)(=O)=O.C1CCN2C(=NCCC2)CC1. Given the product [C:1]([NH:4][C:5]1[CH:10]=[CH:9][C:8]([CH:11]=[CH:12][C:13]([O:15][CH2:16][CH3:17])=[O:14])=[CH:7][CH:6]=1)(=[O:3])[CH3:2], predict the reactants needed to synthesize it. (3) Given the product [NH:1]1[C:9]2[C:4](=[CH:5][C:6]([C:10]3[C:19]([N:20]4[CH2:25][CH2:24][N:23]([C:26]5[CH:31]=[CH:30][CH:29]=[CH:28][N:27]=5)[CH2:22][C@@H:21]4[CH3:32])=[N:18][C:17]4[C:12](=[CH:13][CH:14]=[C:15]([C:33]([OH:35])=[O:34])[CH:16]=4)[N:11]=3)=[CH:7][CH:8]=2)[CH:3]=[N:2]1, predict the reactants needed to synthesize it. The reactants are: [NH:1]1[C:9]2[C:4](=[CH:5][C:6]([C:10]3[C:19]([N:20]4[CH2:25][CH2:24][N:23]([C:26]5[CH:31]=[CH:30][CH:29]=[CH:28][N:27]=5)[CH2:22][C@@H:21]4[CH3:32])=[N:18][C:17]4[C:12](=[CH:13][CH:14]=[C:15]([C:33]([O:35]C)=[O:34])[CH:16]=4)[N:11]=3)=[CH:7][CH:8]=2)[CH:3]=[N:2]1.[OH-].[Na+].Cl. (4) The reactants are: P(Cl)(Cl)(Cl)=O.[CH3:6][NH:7][CH2:8][CH2:9][CH2:10][CH3:11].C([O:16][CH2:17][CH2:18][CH2:19][CH3:20])CCC. Given the product [CH3:6][N:7]([CH:18]1[CH2:17][O:16][C:20]([N:7]([CH2:8][CH2:9][CH2:10][CH3:11])[CH3:6])=[C:19]1[N:7]([CH2:8][CH2:9][CH2:10][CH3:11])[CH3:6])[CH2:8][CH2:9][CH2:10][CH3:11], predict the reactants needed to synthesize it. (5) Given the product [N+:14]([C:17]1[CH:22]=[CH:21][CH:20]=[CH:19][C:18]=1[S:23]([O:1][C@@H:2]1[CH2:6][CH2:5][N:4]([C:7]([O:9][C:10]([CH3:13])([CH3:12])[CH3:11])=[O:8])[CH2:3]1)(=[O:25])=[O:24])([O-:16])=[O:15], predict the reactants needed to synthesize it. The reactants are: [OH:1][C@@H:2]1[CH2:6][CH2:5][N:4]([C:7]([O:9][C:10]([CH3:13])([CH3:12])[CH3:11])=[O:8])[CH2:3]1.[N+:14]([C:17]1[CH:22]=[CH:21][CH:20]=[CH:19][C:18]=1[S:23](Cl)(=[O:25])=[O:24])([O-:16])=[O:15].C(N(CC)CC)C. (6) Given the product [I:8][C:5]1[CH:6]=[CH:7][C:2]([O:23][CH2:22][C:17]2[CH:18]=[CH:19][CH:20]=[CH:21][C:16]=2[O:9][C:10]2[CH:15]=[CH:14][CH:13]=[CH:12][CH:11]=2)=[N:3][CH:4]=1, predict the reactants needed to synthesize it. The reactants are: Cl[C:2]1[CH:7]=[CH:6][C:5]([I:8])=[CH:4][N:3]=1.[O:9]([C:16]1[CH:21]=[CH:20][CH:19]=[CH:18][C:17]=1[CH2:22][OH:23])[C:10]1[CH:15]=[CH:14][CH:13]=[CH:12][CH:11]=1. (7) Given the product [O:25]1[CH2:26][CH2:27][N:28]([CH2:31][CH2:32][O:33][C:34]2[CH:35]=[CH:36][C:37]([C:40]3[CH:41]=[CH:42][C:43]([CH2:46][C:47]([NH:58][CH2:51][C:52]4[CH:57]=[CH:56][CH:55]=[CH:54][CH:53]=4)=[O:48])=[N:44][CH:45]=3)=[CH:38][CH:39]=2)[CH2:29][CH2:30]1, predict the reactants needed to synthesize it. The reactants are: O1CCN(CCOC2C=CC(C3C=CC(CC#N)=NC=3)=CC=2)CC1.[O:25]1[CH2:30][CH2:29][N:28]([CH2:31][CH2:32][O:33][C:34]2[CH:39]=[CH:38][C:37]([C:40]3[CH:41]=[CH:42][C:43]([CH2:46][C:47](OC)=[O:48])=[N:44][CH:45]=3)=[CH:36][CH:35]=2)[CH2:27][CH2:26]1.[CH2:51]([NH2:58])[C:52]1[CH:57]=[CH:56][CH:55]=[CH:54][CH:53]=1.